From a dataset of Reaction yield outcomes from USPTO patents with 853,638 reactions. Predict the reaction yield, written as a fraction of the theoretical maximum amount of product (1.0 means a 100% yield; for example, 0.34 means a 34% yield). (1) The reactants are [CH3:1][N:2]1[C:6]([CH3:7])=[CH:5][C:4]([C:8]([OH:10])=O)=[N:3]1.C(Cl)(=O)C(Cl)=O.[NH2:17][C:18]1[CH:19]=[C:20]([CH:37]=[CH:38][C:39]=1[CH3:40])[O:21][C:22]1[CH:23]=[CH:24][C:25]2[N:26]([CH:28]=[C:29]([NH:31][C:32]([CH:34]3[CH2:36][CH2:35]3)=[O:33])[N:30]=2)[N:27]=1. The catalyst is O1CCCC1.CN(C)C(=O)C. The product is [CH:34]1([C:32]([NH:31][C:29]2[N:30]=[C:25]3[CH:24]=[CH:23][C:22]([O:21][C:20]4[CH:37]=[CH:38][C:39]([CH3:40])=[C:18]([NH:17][C:8]([C:4]5[CH:5]=[C:6]([CH3:7])[N:2]([CH3:1])[N:3]=5)=[O:10])[CH:19]=4)=[N:27][N:26]3[CH:28]=2)=[O:33])[CH2:35][CH2:36]1. The yield is 0.170. (2) The catalyst is CN(C=O)C. The product is [O:17]=[C:15]([N:28]1[CH2:27][CH:26]([O:19][C:20]2[CH:25]=[CH:24][CH:23]=[CH:22][CH:21]=2)[CH2:29]1)/[CH:14]=[CH:13]/[C:8]1[CH:7]=[C:6]2[C:11](=[N:10][CH:9]=1)[NH:12][C:3](=[O:2])[CH2:4][CH2:5]2. The reactants are Cl.[O:2]=[C:3]1[NH:12][C:11]2[N:10]=[CH:9][C:8](/[CH:13]=[CH:14]/[C:15]([OH:17])=O)=[CH:7][C:6]=2[CH2:5][CH2:4]1.Cl.[O:19]([CH:26]1[CH2:29][NH:28][CH2:27]1)[C:20]1[CH:25]=[CH:24][CH:23]=[CH:22][CH:21]=1.CCN(C(C)C)C(C)C.CCN=C=NCCCN(C)C. The yield is 0.360. (3) The reactants are [Br:1][C:2]1[CH:3]=[C:4]([S:8](Cl)(=[O:10])=[O:9])[CH:5]=[CH:6][CH:7]=1.[NH2:12][CH2:13][CH2:14][C:15]#[N:16]. No catalyst specified. The product is [Br:1][C:2]1[CH:3]=[C:4]([S:8]([NH:16][CH2:15][CH2:14][C:13]#[N:12])(=[O:10])=[O:9])[CH:5]=[CH:6][CH:7]=1. The yield is 0.550. (4) The reactants are [Br:1][C:2]1[C:14]2[C:13]3[C:8](=[CH:9][C:10]([CH:15]=O)=[CH:11][CH:12]=3)[NH:7][C:6]=2[C:5]([C:17]([NH2:19])=[O:18])=[CH:4][CH:3]=1.Cl.[NH2:21][OH:22].C(=O)([O-])[O-].[Na+].[Na+]. The catalyst is C(O)C. The product is [Br:1][C:2]1[C:14]2[C:13]3[C:8](=[CH:9][C:10](/[CH:15]=[N:21]/[OH:22])=[CH:11][CH:12]=3)[NH:7][C:6]=2[C:5]([C:17]([NH2:19])=[O:18])=[CH:4][CH:3]=1. The yield is 0.530. (5) The reactants are [CH:1]1([N:4]([CH:18]2[CH2:23][CH2:22][N:21]([C:24](=[O:30])[CH:25]=[CH:26][CH2:27][CH2:28][CH3:29])[CH2:20][CH2:19]2)[S:5]([C:8]2[CH:13]=[CH:12][CH:11]=[C:10]([C:14]([F:17])([F:16])[F:15])[CH:9]=2)(=[O:7])=[O:6])[CH2:3][CH2:2]1.[NH:31]1[CH2:36][CH2:35][CH2:34][CH2:33][CH2:32]1. No catalyst specified. The product is [CH:1]1([N:4]([CH:18]2[CH2:23][CH2:22][N:21]([C:24](=[O:30])[CH2:25][CH:26]([N:31]3[CH2:36][CH2:35][CH2:34][CH2:33][CH2:32]3)[CH2:27][CH2:28][CH3:29])[CH2:20][CH2:19]2)[S:5]([C:8]2[CH:13]=[CH:12][CH:11]=[C:10]([C:14]([F:15])([F:16])[F:17])[CH:9]=2)(=[O:6])=[O:7])[CH2:3][CH2:2]1. The yield is 0.340. (6) The reactants are C(OC([N:8]1[CH2:13][CH2:12][C@@H:11]([NH:14][S:15]([CH:18]([CH3:20])[CH3:19])(=[O:17])=[O:16])[C@H:10]([C:21]2[CH:26]=[CH:25][C:24]([C:27]3[CH:32]=[CH:31][CH:30]=[CH:29][CH:28]=3)=[CH:23][CH:22]=2)[CH2:9]1)=O)(C)(C)C.C(O)(C(F)(F)F)=O. The catalyst is C(Cl)Cl. The product is [C:24]1([C:27]2[CH:28]=[CH:29][CH:30]=[CH:31][CH:32]=2)[CH:23]=[CH:22][C:21]([C@H:10]2[C@H:11]([NH:14][S:15]([CH:18]([CH3:20])[CH3:19])(=[O:17])=[O:16])[CH2:12][CH2:13][NH:8][CH2:9]2)=[CH:26][CH:25]=1. The yield is 0.630. (7) The reactants are [CH3:1][O:2][C:3]1[CH:8]=[CH:7][C:6]([CH3:9])=[CH:5][C:4]=1[NH:10][C:11]([NH:13]C(=O)C1C=CC=CC=1)=[S:12].C[O-].[Na+]. The catalyst is CO. The product is [CH3:1][O:2][C:3]1[CH:8]=[CH:7][C:6]([CH3:9])=[CH:5][C:4]=1[NH:10][C:11]([NH2:13])=[S:12]. The yield is 0.760.